From a dataset of Experimentally validated miRNA-target interactions with 360,000+ pairs, plus equal number of negative samples. Binary Classification. Given a miRNA mature sequence and a target amino acid sequence, predict their likelihood of interaction. (1) Result: 0 (no interaction). The protein sequence of the target gene is MDRRSRAQQWRRARHNYNDLCPPIGRRAATALLWLSCSIALLRALASSNARAQQRAAQRRSFLNAHHRSAAAAAAAQVLPESSESESDHEHEEVEPELARPECLEYDQDDYETETDSETEPESDIESETEIETEPETEPETAPTTEPETEPEDERGPRGATFNQSLTQRLHALKLQSADASPRRAQPTTQEPESASEGEEPQRGPLDQDPRDPEEEPEERKEENRQPRRCKTRRPARRRDQSPESPPRKGPIPIRRH. The miRNA is hsa-miR-4723-3p with sequence CCCUCUCUGGCUCCUCCCCAAA. (2) The miRNA is mmu-miR-212-3p with sequence UAACAGUCUCCAGUCACGGCCA. The protein sequence of the target gene is MAASTASHRPIKGILKNKTSAASPPVVPSAEQPRPIVEEELSKKSQKWDEMNILATYHPADKDYGLMKIDEPNTPYHNMIGDDEDAYSDSEGNEVMTPDILAKKLAAAEGSEPKYRTREQESSGEEDNDLSPEEREKKRQFEMKRKLHYNEGLNIKLARQLISKDLHDDDEDEEMAETADGDSMNVEESSQGSTTSDHLQHKSQSS. Result: 0 (no interaction). (3) The miRNA is hsa-miR-106b-3p with sequence CCGCACUGUGGGUACUUGCUGC. The protein sequence of the target gene is MDLPRGLVVAWALSLWPGFTDTFNMDTRKPRVIPGSRTAFFGYTVQQHDISGNKWLVVGAPLETNGYQKTGDVYKCPVIHGNCTKLNLGRVTLSNVSERKDNMRLGLSLATNPKDNSFLACSPLWSHECGSSYYTTGMCSRVNSNFRFSKTVAPALQRCQTYMDIVIVLDGSNSIYPWVEVQHFLINILKKFYIGPGQIQVGVVQYGEDVVHEFHLNDYRSVKDVVEAASHIEQRGGTETRTAFGIEFARSEAFQKGGRKGAKKVMIVITDGESHDSPDLEKVIQQSERDNVTRYAVAVL.... Result: 0 (no interaction). (4) The miRNA is hsa-miR-6778-3p with sequence UGCCUCCCUGACAUUCCACAG. The protein sequence of the target gene is MVELVISPSLTVNSDCLDKLKFNRADAAVWTLSDRQGITKSAPLRVSQLFSRSCPRVLPRQPSTAMAAYGQTQYSAGIQQATPYTAYPPPAQAYGIPSYSIKTEDSLNHSPGQSGFLSYGSSFSTSPTGQSPYTYQMHGTTGFYQGGNGLGNAAGFGSVHQDYPSYPGFPQSQYPQYYGSSYNPPYVPASSICPSPLSTSTYVLQEASHNVPNQSSESLAGEYNTHNGPSTPAKEGDTDRPHRASDGKLRGRSKRSSDPSPAGDNEIERVFVWDLDETIIIFHSLLTGTFASRYGKDTTT.... Result: 0 (no interaction). (5) The miRNA is hsa-miR-6821-3p with sequence UGACCUCUCCGCUCCGCACAG. The protein sequence of the target gene is MMDQARSAFSNLFGGEPLSYTRFSLARQVDGDNSHVEMKLAVDEEENADNNTKANVTKPKRCSGSICYGTIAVIVFFLIGFMIGYLGYCKGVEPKTECERLAGTESPVREEPGEDFPAARRLYWDDLKRKLSEKLDSTDFTGTIKLLNENSYVPREAGSQKDENLALYVENQFREFKLSKVWRDQHFVKIQVKDSAQNSVIIVDKNGRLVYLVENPGGYVAYSKAATVTGKLVHANFGTKKDFEDLYTPVNGSIVIVRAGKITFAEKVANAESLNAIGVLIYMDQTKFPIVNAELSFFGH.... Result: 1 (interaction). (6) The miRNA is cel-miR-57-5p with sequence UACCCUGUAGAUCGAGCUGUGUGU. The protein sequence of the target gene is MGVPKRKASGGQDGAASSAGAAKRARKEELTGVRFKAQLKDPQGPGPGLEAFVSAAKKLPREDVYDVVEGYIKISVECVEIFQLLSGEKRPESETMLIFQVFEAILLRTASDLSHFHVVGTNIVKKLMNNHMKLICESLYASGYRLARACLSLMTAMVTQGPEAARDVCSHFDLNKKTLYTLVTKRDSKGVYDVRQAYVQFALSFLIAGDDSTIVQVLEVKEFIPCIFSSGIKEDRISTINILLSTLKTKVVHNKNITKTQKVRFFTGQLLNHIASLYNWNGITDVNPENVKVSAEEAGK.... Result: 0 (no interaction).